Task: Regression. Given two drug SMILES strings and cell line genomic features, predict the synergy score measuring deviation from expected non-interaction effect.. Dataset: Merck oncology drug combination screen with 23,052 pairs across 39 cell lines (1) Drug 1: NC(=O)c1cccc2cn(-c3ccc(C4CCCNC4)cc3)nc12. Drug 2: CC1(c2nc3c(C(N)=O)cccc3[nH]2)CCCN1. Cell line: UWB1289. Synergy scores: synergy=10.0. (2) Drug 1: CN(Cc1cnc2nc(N)nc(N)c2n1)c1ccc(C(=O)NC(CCC(=O)O)C(=O)O)cc1. Cell line: ES2. Synergy scores: synergy=-17.1. Drug 2: O=C(CCCCCCC(=O)Nc1ccccc1)NO. (3) Drug 2: COC1CC2CCC(C)C(O)(O2)C(=O)C(=O)N2CCCCC2C(=O)OC(C(C)CC2CCC(OP(C)(C)=O)C(OC)C2)CC(=O)C(C)C=C(C)C(O)C(OC)C(=O)C(C)CC(C)C=CC=CC=C1C. Synergy scores: synergy=-1.28. Cell line: HT144. Drug 1: Cn1nnc2c(C(N)=O)ncn2c1=O. (4) Synergy scores: synergy=-15.6. Cell line: A2058. Drug 1: O=C(NOCC(O)CO)c1ccc(F)c(F)c1Nc1ccc(I)cc1F. Drug 2: COC1=C2CC(C)CC(OC)C(O)C(C)C=C(C)C(OC(N)=O)C(OC)C=CC=C(C)C(=O)NC(=CC1=O)C2=O. (5) Drug 2: CCc1c2c(nc3ccc(O)cc13)-c1cc3c(c(=O)n1C2)COC(=O)C3(O)CC. Cell line: VCAP. Drug 1: C=CCn1c(=O)c2cnc(Nc3ccc(N4CCN(C)CC4)cc3)nc2n1-c1cccc(C(C)(C)O)n1. Synergy scores: synergy=8.02. (6) Drug 1: CCC1(O)CC2CN(CCc3c([nH]c4ccccc34)C(C(=O)OC)(c3cc4c(cc3OC)N(C)C3C(O)(C(=O)OC)C(OC(C)=O)C5(CC)C=CCN6CCC43C65)C2)C1. Drug 2: NC1(c2ccc(-c3nc4ccn5c(=O)[nH]nc5c4cc3-c3ccccc3)cc2)CCC1. Cell line: SKOV3. Synergy scores: synergy=11.3. (7) Drug 2: Cn1cc(-c2cnn3c(N)c(Br)c(C4CCCNC4)nc23)cn1. Cell line: MDAMB436. Synergy scores: synergy=47.2. Drug 1: C=CCn1c(=O)c2cnc(Nc3ccc(N4CCN(C)CC4)cc3)nc2n1-c1cccc(C(C)(C)O)n1.